This data is from Catalyst prediction with 721,799 reactions and 888 catalyst types from USPTO. The task is: Predict which catalyst facilitates the given reaction. (1) Reactant: Cl[C:2]1[C:11]([C:12]([NH:14][S:15]([CH3:18])(=[O:17])=[O:16])=[O:13])=[CH:10][C:9]2[C:4](=[CH:5][CH:6]=[CH:7][CH:8]=2)[N:3]=1.[C:19](=[O:22])([O-])[O-].[K+].[K+].[CH3:25][C:26]1([CH3:32])[CH2:30][C@H:29]([CH3:31])[CH2:28][NH:27]1.CS(C)=O.[CH3:37][OH:38]. Product: [CH3:37][O:38][C:7]1[CH:8]=[C:9]2[C:4](=[CH:5][CH:6]=1)[N:3]=[C:2]([N:27]1[CH2:28][C@@H:29]([CH3:31])[CH2:30][C:26]1([CH3:32])[CH3:25])[C:11]([C:12]([NH:14][S:15]([C:18]1[C:19](=[O:22])[NH:3][CH:2]=[CH:11][CH:10]=1)(=[O:17])=[O:16])=[O:13])=[CH:10]2. The catalyst class is: 16. (2) Reactant: [CH:1]1([NH2:5])[CH2:4][CH2:3][CH2:2]1.Cl[C:7](OC1C=CC([N+]([O-])=O)=CC=1)=[O:8].C(N(C(C)C)CC)(C)C.[Cl:28][C:29]1[CH:38]=[C:37]2[C:32]([C:33]([N:39]3[CH2:44][CH2:43][NH:42][CH2:41][CH2:40]3)=[CH:34][CH:35]=[N:36]2)=[CH:31][CH:30]=1. Product: [Cl:28][C:29]1[CH:38]=[C:37]2[C:32]([C:33]([N:39]3[CH2:44][CH2:43][N:42]([C:7]([NH:5][CH:1]4[CH2:4][CH2:3][CH2:2]4)=[O:8])[CH2:41][CH2:40]3)=[CH:34][CH:35]=[N:36]2)=[CH:31][CH:30]=1. The catalyst class is: 61. (3) Reactant: [CH2:1]([O:8][C:9]1[CH:14]=[CH:13][C:12]([CH:15]([N:20]([CH3:28])[C:21](=[O:27])[O:22][C:23]([CH3:26])([CH3:25])[CH3:24])[CH2:16][CH2:17][C:18]#N)=[CH:11][CH:10]=1)[C:2]1[CH:7]=[CH:6][CH:5]=[CH:4][CH:3]=1.[H-].C([Al+]CC(C)C)C(C)C.CCCCCC.S([O-])([O-])(=O)=[O:46].[Na+].[Na+].[BH4-].[Na+]. Product: [CH2:1]([O:8][C:9]1[CH:14]=[CH:13][C:12]([CH:15]([N:20]([CH3:28])[C:21](=[O:27])[O:22][C:23]([CH3:26])([CH3:25])[CH3:24])[CH2:16][CH2:17][CH2:18][OH:46])=[CH:11][CH:10]=1)[C:2]1[CH:7]=[CH:6][CH:5]=[CH:4][CH:3]=1. The catalyst class is: 46. (4) Reactant: CO.[F:3][C:4]1[CH:9]=[CH:8][C:7]([F:10])=[CH:6][C:5]=1[C@H:11]1[CH2:15][CH2:14][CH2:13][N:12]1[C:16]1[CH:21]=[CH:20][N:19]2[N:22]=[CH:23][C:24]([NH:25][C:26]([N:28]3[CH2:31][C:30]([OH:33])([CH3:32])[CH2:29]3)=[O:27])=[C:18]2[N:17]=1.[ClH:34]. Product: [ClH:34].[F:3][C:4]1[CH:9]=[CH:8][C:7]([F:10])=[CH:6][C:5]=1[C@H:11]1[CH2:15][CH2:14][CH2:13][N:12]1[C:16]1[CH:21]=[CH:20][N:19]2[N:22]=[CH:23][C:24]([NH:25][C:26]([N:28]3[CH2:31][C:30]([OH:33])([CH3:32])[CH2:29]3)=[O:27])=[C:18]2[N:17]=1. The catalyst class is: 12. (5) Reactant: [Br:1][C:2]1[CH:3]=[C:4]([CH:7]=[C:8]([CH3:10])[CH:9]=1)[C:5]#[N:6].[CH3:11][C:12]([O:15][C:16](O[C:16]([O:15][C:12]([CH3:14])([CH3:13])[CH3:11])=[O:17])=[O:17])([CH3:14])[CH3:13].[BH4-].[Na+]. Product: [Br:1][C:2]1[CH:3]=[C:4]([CH:7]=[C:8]([CH3:10])[CH:9]=1)[CH2:5][NH:6][C:16](=[O:17])[O:15][C:12]([CH3:14])([CH3:13])[CH3:11]. The catalyst class is: 5. (6) Reactant: [Cl:1][C:2]1[CH:7]=[CH:6][C:5]([N:8]=[C:9]=[S:10])=[CH:4][CH:3]=1.[CH3:11][C:12]1([C:18]([O:20][CH2:21][CH3:22])=[O:19])[CH2:17][CH2:16][NH:15][CH2:14][CH2:13]1. Product: [Cl:1][C:2]1[CH:7]=[CH:6][C:5]([NH:8][C:9]([N:15]2[CH2:16][CH2:17][C:12]([CH3:11])([C:18]([O:20][CH2:21][CH3:22])=[O:19])[CH2:13][CH2:14]2)=[S:10])=[CH:4][CH:3]=1. The catalyst class is: 4. (7) Reactant: [Br:1][C:2]1[CH:10]=[C:9]2[C:5]([C:6]([C:11]([OH:13])=[O:12])=[N:7][NH:8]2)=[CH:4][CH:3]=1.[CH3:14]O.S(=O)(=O)(O)O. Product: [CH3:14][O:12][C:11]([C:6]1[C:5]2[C:9](=[CH:10][C:2]([Br:1])=[CH:3][CH:4]=2)[NH:8][N:7]=1)=[O:13]. The catalyst class is: 25.